From a dataset of Forward reaction prediction with 1.9M reactions from USPTO patents (1976-2016). Predict the product of the given reaction. Given the reactants FC(F)(F)C1C=C(NC(=O)NC2C=CC(C3SC(CCC(O)=O)=NC=3)=CC=2)C=CC=1.[F:31][C:32]1[CH:33]=[C:34]([NH:39][C:40](=[O:63])[NH:41][C:42]2[CH:47]=[CH:46][C:45]([C:48]3[S:52][C:51]([CH:53]4[CH2:58][CH2:57][CH:56]([C:59]([O:61]C)=[O:60])[CH2:55][CH2:54]4)=[N:50][CH:49]=3)=[CH:44][CH:43]=2)[CH:35]=[C:36]([F:38])[CH:37]=1, predict the reaction product. The product is: [F:31][C:32]1[CH:33]=[C:34]([NH:39][C:40](=[O:63])[NH:41][C:42]2[CH:47]=[CH:46][C:45]([C:48]3[S:52][C:51]([CH:53]4[CH2:54][CH2:55][CH:56]([C:59]([OH:61])=[O:60])[CH2:57][CH2:58]4)=[N:50][CH:49]=3)=[CH:44][CH:43]=2)[CH:35]=[C:36]([F:38])[CH:37]=1.